Dataset: Catalyst prediction with 721,799 reactions and 888 catalyst types from USPTO. Task: Predict which catalyst facilitates the given reaction. (1) Reactant: [C:1]([C:3]1[C:11]2[C:10]([O:12][CH:13]3[CH2:16][CH:15]([NH:17]C(=O)OC(C)(C)C)[CH2:14]3)=[N:9][C:8]([NH:25][C:26]3[CH:27]=[N:28][N:29]([CH3:31])[CH:30]=3)=[N:7][C:6]=2[N:5]([CH2:32][O:33][CH2:34][CH2:35][Si:36]([CH3:39])([CH3:38])[CH3:37])[CH:4]=1)#[N:2].Cl. Product: [NH2:17][CH:15]1[CH2:14][CH:13]([O:12][C:10]2[C:11]3[C:3]([C:1]#[N:2])=[CH:4][N:5]([CH2:32][O:33][CH2:34][CH2:35][Si:36]([CH3:39])([CH3:38])[CH3:37])[C:6]=3[N:7]=[C:8]([NH:25][C:26]3[CH:27]=[N:28][N:29]([CH3:31])[CH:30]=3)[N:9]=2)[CH2:16]1. The catalyst class is: 2. (2) Reactant: [Br:1][C:2]1[CH:7]=[CH:6][C:5]([CH:8](O)[C:9]2[CH:14]=[CH:13][CH:12]=[C:11]([O:15][Si:16]([C:19]([CH3:22])([CH3:21])[CH3:20])([CH3:18])[CH3:17])[CH:10]=2)=[CH:4][CH:3]=1.S(Cl)([Cl:26])=O. Product: [Br:1][C:2]1[CH:7]=[CH:6][C:5]([CH:8]([Cl:26])[C:9]2[CH:14]=[CH:13][CH:12]=[C:11]([O:15][Si:16]([C:19]([CH3:22])([CH3:21])[CH3:20])([CH3:18])[CH3:17])[CH:10]=2)=[CH:4][CH:3]=1. The catalyst class is: 4. (3) Reactant: [CH2:1]([N:8]1[CH2:13][CH2:12][N:11]([C:14]2[CH:19]=[CH:18][C:17]([N+:20]([O-])=O)=[CH:16][CH:15]=2)[CH2:10][CH:9]1[CH2:23][F:24])[C:2]1[CH:7]=[CH:6][CH:5]=[CH:4][CH:3]=1.[Cl-].[NH4+]. Product: [CH2:1]([N:8]1[CH2:13][CH2:12][N:11]([C:14]2[CH:15]=[CH:16][C:17]([NH2:20])=[CH:18][CH:19]=2)[CH2:10][CH:9]1[CH2:23][F:24])[C:2]1[CH:3]=[CH:4][CH:5]=[CH:6][CH:7]=1. The catalyst class is: 284. (4) Reactant: [C:1]([NH:4][C:5]1[N:9]([C:10]2[CH:15]=[C:14]([S:16][CH2:17][C:18]([F:21])([F:20])[F:19])[C:13]([CH3:22])=[CH:12][C:11]=2[F:23])[N:8]=[C:7]([O:24][C:25]([F:30])([F:29])[CH:26]([F:28])[F:27])[CH:6]=1)(=[O:3])[CH3:2].ClC1C=CC=C(C(OO)=[O:39])C=1. Product: [C:1]([NH:4][C:5]1[N:9]([C:10]2[CH:15]=[C:14]([S:16]([CH2:17][C:18]([F:19])([F:21])[F:20])=[O:39])[C:13]([CH3:22])=[CH:12][C:11]=2[F:23])[N:8]=[C:7]([O:24][C:25]([F:30])([F:29])[CH:26]([F:27])[F:28])[CH:6]=1)(=[O:3])[CH3:2]. The catalyst class is: 22. (5) Reactant: [CH2:1]([O:8][C:9]1[CH:19]=[CH:18][C:12](/[CH:13]=[CH:14]/[N+:15]([O-])=O)=[CH:11][C:10]=1[O:20][CH3:21])[C:2]1[CH:7]=[CH:6][CH:5]=[CH:4][CH:3]=1.[H-].[Al+3].[Li+].[H-].[H-].[H-]. Product: [CH2:1]([O:8][C:9]1[CH:19]=[CH:18][C:12]([CH2:13][CH2:14][NH2:15])=[CH:11][C:10]=1[O:20][CH3:21])[C:2]1[CH:7]=[CH:6][CH:5]=[CH:4][CH:3]=1. The catalyst class is: 7. (6) Reactant: [CH:1]1[C:9]2[C:8]3[CH:10]=[CH:11][CH:12]=[CH:13][C:7]=3[O:6][C:5]=2[CH:4]=[CH:3][CH:2]=1.[Al+3].[Cl-].[Cl-].[Cl-].[C:18](Cl)(=[O:20])[CH3:19]. Product: [CH:1]1[C:9]2[C:8]3[CH:10]=[CH:11][CH:12]=[CH:13][C:7]=3[O:6][C:5]=2[CH:4]=[CH:3][C:2]=1[CH2:19][CH:18]=[O:20]. The catalyst class is: 2.